Dataset: Catalyst prediction with 721,799 reactions and 888 catalyst types from USPTO. Task: Predict which catalyst facilitates the given reaction. (1) Reactant: [NH2:1][C:2]1[C:7]([CH2:8][OH:9])=[CH:6][CH:5]=[CH:4][C:3]=1[CH2:10][OH:11].[CH3:12][C:13]([O:16][C:17](O[C:17]([O:16][C:13]([CH3:15])([CH3:14])[CH3:12])=[O:18])=[O:18])([CH3:15])[CH3:14]. The catalyst class is: 8. Product: [OH:11][CH2:10][C:3]1[CH:4]=[CH:5][CH:6]=[C:7]([CH2:8][OH:9])[C:2]=1[NH:1][C:17](=[O:18])[O:16][C:13]([CH3:15])([CH3:14])[CH3:12]. (2) Reactant: [Zn](CC)[CH2:2]C.C(I)I.[CH2:9]([N:16]1[CH2:21][CH2:20][CH:19]=[C:18]([CH2:22][OH:23])[CH2:17]1)[C:10]1[CH:15]=[CH:14][CH:13]=[CH:12][CH:11]=1.Cl. Product: [CH2:9]([N:16]1[CH2:21][CH2:20][CH:19]2[C:18]([CH2:22][OH:23])([CH2:2]2)[CH2:17]1)[C:10]1[CH:15]=[CH:14][CH:13]=[CH:12][CH:11]=1. The catalyst class is: 2. (3) Reactant: CC1(C)C(C)(C)OB([C:9]2[CH:14]=[CH:13][C:12]([N:15]3[CH:19]=[N:18][CH:17]=[N:16]3)=[CH:11][CH:10]=2)O1.[Br:21][C:22]1[CH:27]=[CH:26][C:25](I)=[CH:24][CH:23]=1.C([O-])([O-])=O.[K+].[K+]. Product: [Br:21][C:22]1[CH:27]=[CH:26][C:25]([C:9]2[CH:10]=[CH:11][C:12]([N:15]3[CH:19]=[N:18][CH:17]=[N:16]3)=[CH:13][CH:14]=2)=[CH:24][CH:23]=1. The catalyst class is: 151. (4) Product: [C:1]([O:5][C:6]([NH:8][CH:9]([CH2:13][C:14]1[C:22]2[C:17](=[CH:18][CH:19]=[CH:20][CH:21]=2)[NH:16][CH:15]=1)[C:10]([O:12][C@@H:25]1[CH:26]2[CH2:29][CH2:30][N:23]([CH2:28][CH2:27]2)[CH2:24]1)=[O:11])=[O:7])([CH3:4])([CH3:2])[CH3:3]. The catalyst class is: 3. Reactant: [C:1]([O:5][C:6]([NH:8][CH:9]([CH2:13][C:14]1[C:22]2[C:17](=[CH:18][CH:19]=[CH:20][CH:21]=2)[NH:16][CH:15]=1)[C:10]([OH:12])=[O:11])=[O:7])([CH3:4])([CH3:3])[CH3:2].[N:23]12[CH2:30][CH2:29][CH:26]([CH2:27][CH2:28]1)[C@@H:25](O)[CH2:24]2.C1C=CC2N(O)N=NC=2C=1.C(Cl)CCl. (5) Product: [NH2:11][C:8]1[CH:9]=[CH:10][C:2]([CH3:1])=[C:3]([CH:7]=1)[C:4]([OH:6])=[O:5]. Reactant: [CH3:1][C:2]1[CH:10]=[CH:9][C:8]([N+:11]([O-])=O)=[CH:7][C:3]=1[C:4]([OH:6])=[O:5].CCO. The catalyst class is: 99. (6) Reactant: [CH3:1][S:2]([C:5]1[CH:10]=[CH:9][C:8]([CH:11]([C:19]2[NH:23][C:22]([C:24]3[S:28][C:27]([CH2:29][OH:30])=[N:26][N:25]=3)=[CH:21][CH:20]=2)[CH2:12][CH:13]2[CH2:18][CH2:17][O:16][CH2:15][CH2:14]2)=[CH:7][CH:6]=1)(=[O:4])=[O:3].CC(OI1(OC(C)=O)(OC(C)=O)OC(=O)C2C=CC=CC1=2)=O.C(=O)([O-])O.[Na+]. Product: [CH3:1][S:2]([C:5]1[CH:6]=[CH:7][C:8]([CH:11]([C:19]2[NH:23][C:22]([C:24]3[S:28][C:27]([CH:29]=[O:30])=[N:26][N:25]=3)=[CH:21][CH:20]=2)[CH2:12][CH:13]2[CH2:14][CH2:15][O:16][CH2:17][CH2:18]2)=[CH:9][CH:10]=1)(=[O:4])=[O:3]. The catalyst class is: 10. (7) Reactant: [CH2:1]([NH:4][S:5]([C:8]1[CH:9]=[C:10]([CH:14]=[CH:15][CH:16]=1)[C:11](O)=[O:12])(=[O:7])=[O:6])[CH:2]=[CH2:3].S(Cl)(Cl)=O.[N-:21]=[C:22]=[S:23].[K+]. Product: [CH2:1]([NH:4][S:5]([C:8]1[CH:9]=[C:10]([CH:14]=[CH:15][CH:16]=1)[C:11]([N:21]=[C:22]=[S:23])=[O:12])(=[O:7])=[O:6])[CH:2]=[CH2:3]. The catalyst class is: 26. (8) Reactant: [C:1]([C:3]1[CH:8]=[CH:7][CH:6]=[CH:5][C:4]=1[S:9]([N:12]1[CH2:17][CH2:16][N:15]([C:18]2[CH:23]=[CH:22][C:21]([N:24]3[CH2:28][C@H:27]([CH2:29][NH:30][C:31](=[O:33])[CH3:32])[O:26][C:25]3=[O:34])=[CH:20][C:19]=2[F:35])[CH2:14][CH2:13]1)(=[O:11])=[O:10])#[N:2].C1C=C([O:42]O)C(C(O)=O)=C(C(O)=O)C=1. Product: [C:1]([C:3]1[CH:8]=[CH:7][CH:6]=[CH:5][C:4]=1[S:9]([N:12]1[CH2:13][CH2:14][N:15]([C:18]2[CH:23]=[CH:22][C:21]([N:24]3[CH2:28][C@@H:27]([CH2:29][NH+:30]([O-:42])[C:31](=[O:33])[CH3:32])[O:26][C:25]3=[O:34])=[CH:20][C:19]=2[F:35])[CH2:16][CH2:17]1)(=[O:11])=[O:10])#[N:2]. The catalyst class is: 5. (9) Reactant: C([O-])([O-])=O.[K+].[K+].C1(O)C=CC=CC=1.[OH:14][C@@H:15]([C:26]1[CH:31]=[CH:30][CH:29]=[C:28]([OH:32])[CH:27]=1)[CH2:16][CH2:17][NH:18][C:19](=[O:25])[O:20][C:21]([CH3:24])([CH3:23])[CH3:22].CC1C=CC(S(O[CH2:44][CH:45]2[CH2:50][CH2:49][CH2:48][S:47][CH2:46]2)(=O)=O)=CC=1. Product: [OH:14][C@@H:15]([C:26]1[CH:31]=[CH:30][CH:29]=[C:28]([O:32][CH2:44][CH:45]2[CH2:50][CH2:49][CH2:48][S:47][CH2:46]2)[CH:27]=1)[CH2:16][CH2:17][NH:18][C:19](=[O:25])[O:20][C:21]([CH3:24])([CH3:23])[CH3:22]. The catalyst class is: 3. (10) Product: [Cl:1][C:2]1[CH:11]=[CH:10][C:9]2[C:4](=[CH:5][CH:6]=[C:7]([S:12]([CH:16]=[CH2:17])(=[O:14])=[O:13])[CH:8]=2)[CH:3]=1. The catalyst class is: 18. Reactant: [Cl:1][C:2]1[CH:11]=[CH:10][C:9]2[C:4](=[CH:5][CH:6]=[C:7]([S:12]([OH:14])=[O:13])[CH:8]=2)[CH:3]=1.Br[CH2:16][CH2:17]Br.C(=O)([O-])[O-].[K+].[K+].C(OCC)(=O)C.